This data is from Catalyst prediction with 721,799 reactions and 888 catalyst types from USPTO. The task is: Predict which catalyst facilitates the given reaction. (1) Reactant: [OH:1][C:2]1[C:7]([O:8][CH2:9][CH2:10][O:11][CH2:12][CH2:13][O:14][CH3:15])=[CH:6][CH:5]=[CH:4][C:3]=1[C:16]1[NH:17][CH2:18][C:19]([CH3:25])([C:21]([O:23]C)=[O:22])[N:20]=1.[OH-].[Na+]. Product: [OH:1][C:2]1[C:7]([O:8][CH2:9][CH2:10][O:11][CH2:12][CH2:13][O:14][CH3:15])=[CH:6][CH:5]=[CH:4][C:3]=1[C:16]1[NH:17][CH2:18][C:19]([CH3:25])([C:21]([OH:23])=[O:22])[N:20]=1. The catalyst class is: 24. (2) Reactant: FC(F)(F)C(O)=O.C(OC([N:15]1[CH2:20][CH2:19][CH:18]([NH:21][C:22](=[O:38])[C:23]2[CH:28]=[CH:27][CH:26]=[CH:25][C:24]=2[O:29][C:30]2[CH:35]=[CH:34][C:33]([Cl:36])=[CH:32][C:31]=2[Cl:37])[CH2:17][CH2:16]1)=O)(C)(C)C.C([O-])([O-])=O.[K+].[K+].O. Product: [Cl:37][C:31]1[CH:32]=[C:33]([Cl:36])[CH:34]=[CH:35][C:30]=1[O:29][C:24]1[CH:25]=[CH:26][CH:27]=[CH:28][C:23]=1[C:22]([NH:21][CH:18]1[CH2:19][CH2:20][NH:15][CH2:16][CH2:17]1)=[O:38]. The catalyst class is: 2. (3) Reactant: [C:1]([O:5][C:6]([NH:8][CH:9]([C:16]1[CH:21]=[CH:20][CH:19]=[CH:18][CH:17]=1)[CH:10]=[CH:11][C:12]([O:14][CH3:15])=[O:13])=[O:7])([CH3:4])([CH3:3])[CH3:2].[H][H]. Product: [C:1]([O:5][C:6]([NH:8][CH:9]([C:16]1[CH:17]=[CH:18][CH:19]=[CH:20][CH:21]=1)[CH2:10][CH2:11][C:12]([O:14][CH3:15])=[O:13])=[O:7])([CH3:4])([CH3:2])[CH3:3]. The catalyst class is: 19. (4) Reactant: [CH3:1][NH2:2].[F:3][C:4]([F:26])([C:22]([F:25])([F:24])[F:23])[CH2:5][CH2:6][CH2:7][CH2:8][CH2:9][CH2:10]C1C=C(C)C=CC=1S([O-])(=O)=O. Product: [CH3:1][NH:2][CH2:10][CH2:9][CH2:8][CH2:7][CH2:6][CH2:5][C:4]([F:26])([F:3])[C:22]([F:25])([F:24])[F:23]. The catalyst class is: 7. (5) Reactant: [Cl:1][C:2]1[CH:3]=[C:4]([NH:8][C:9]2[C:14]3[CH:15]=[CH:16][N:17]([CH2:18][CH3:19])[C:13]=3[C:12]([C:20]([O:22]CC)=[O:21])=[CH:11][N:10]=2)[CH:5]=[CH:6][CH:7]=1.[OH-].[Na+]. Product: [Cl:1][C:2]1[CH:3]=[C:4]([NH:8][C:9]2[C:14]3[CH:15]=[CH:16][N:17]([CH2:18][CH3:19])[C:13]=3[C:12]([C:20]([OH:22])=[O:21])=[CH:11][N:10]=2)[CH:5]=[CH:6][CH:7]=1. The catalyst class is: 5.